This data is from Full USPTO retrosynthesis dataset with 1.9M reactions from patents (1976-2016). The task is: Predict the reactants needed to synthesize the given product. (1) Given the product [NH2:1][C:2]1[C:7]([F:8])=[CH:6][N:5]([CH:9]2[CH2:13][CH2:12][CH:11]([OH:14])[CH2:10]2)[C:4](=[O:26])[N:3]=1, predict the reactants needed to synthesize it. The reactants are: [NH2:1][C:2]1[C:7]([F:8])=[CH:6][N:5]([CH:9]2[CH2:13][CH2:12][CH:11]([O:14]C(=O)C3C=CC([N+]([O-])=O)=CC=3)[CH2:10]2)[C:4](=[O:26])[N:3]=1.C[O-].[Na+]. (2) The reactants are: [Br:1][C:2]1[CH:3]=[CH:4][C:5]([C:9]2[C:17]3[C:12](=[CH:13][N:14]=[C:15]([C:18]4[CH:19]=[N:20][CH:21]=[CH:22][CH:23]=4)[CH:16]=3)[N:11](COCC[Si](C)(C)C)[N:10]=2)=[N:6][C:7]=1F.[NH:32]1[CH2:37][CH2:36][CH2:35][C@@H:34]([NH:38]C(=O)OC(C)(C)C)[CH2:33]1. Given the product [Br:1][C:2]1[C:7]([N:32]2[CH2:37][CH2:36][CH2:35][C@@H:34]([NH2:38])[CH2:33]2)=[N:6][C:5]([C:9]2[C:17]3[C:12](=[CH:13][N:14]=[C:15]([C:18]4[CH:19]=[N:20][CH:21]=[CH:22][CH:23]=4)[CH:16]=3)[NH:11][N:10]=2)=[CH:4][CH:3]=1, predict the reactants needed to synthesize it. (3) Given the product [CH:63]([N:65]([C:25](=[O:27])[C:24]1[CH:28]=[C:29]([C:32]#[N:33])[CH:30]=[CH:31][C:23]=1[CH:5]1[C:4]([C:1](=[O:3])[CH3:2])=[C:9]([CH3:10])[N:8]([C:11]2[CH:16]=[CH:15][CH:14]=[C:13]([C:17]([F:18])([F:19])[F:20])[CH:12]=2)[C:7](=[O:21])[N:6]1[CH3:22])[NH2:66])=[O:64], predict the reactants needed to synthesize it. The reactants are: [C:1]([C:4]1[CH:5]([C:23]2[CH:31]=[CH:30][C:29]([C:32]#[N:33])=[CH:28][C:24]=2[C:25]([OH:27])=O)[N:6]([CH3:22])[C:7](=[O:21])[N:8]([C:11]2[CH:16]=[CH:15][CH:14]=[C:13]([C:17]([F:20])([F:19])[F:18])[CH:12]=2)[C:9]=1[CH3:10])(=[O:3])[CH3:2].C(N(CC)CC)C.F[B-](F)(F)F.C[N+](C)=C(N(C)C)ON1C2C=CC=CC=2N=N1.[CH:63]([NH:65][NH2:66])=[O:64]. (4) Given the product [NH:1]1[C:9]2[C:4](=[C:5]([C:10]3[N:11]=[C:12]([N:26]4[CH2:27][CH2:28][O:29][CH2:30][CH2:31]4)[C:13]4[S:18][C:17]([CH2:19][N:20]5[CH2:21][CH2:22][N:23]([CH2:33][CH:34]([OH:32])[CH2:35][O:36][C:37]6[CH:42]=[CH:41][CH:40]=[CH:39][CH:38]=6)[CH2:24][CH2:25]5)=[CH:16][C:14]=4[N:15]=3)[CH:6]=[CH:7][CH:8]=2)[CH:3]=[N:2]1, predict the reactants needed to synthesize it. The reactants are: [NH:1]1[C:9]2[C:4](=[C:5]([C:10]3[N:11]=[C:12]([N:26]4[CH2:31][CH2:30][O:29][CH2:28][CH2:27]4)[C:13]4[S:18][C:17]([CH2:19][N:20]5[CH2:25][CH2:24][NH:23][CH2:22][CH2:21]5)=[CH:16][C:14]=4[N:15]=3)[CH:6]=[CH:7][CH:8]=2)[CH:3]=[N:2]1.[O:32]1[CH:34]([CH2:35][O:36][C:37]2[CH:42]=[CH:41][CH:40]=[CH:39][CH:38]=2)[CH2:33]1. (5) Given the product [OH:23][CH2:22]/[CH:21]=[C:20](/[C:17]1[CH:18]=[CH:19][C:14]([C:7]2[CH:8]=[CH:9][C:4]([C:1](=[O:3])[CH3:2])=[CH:5][CH:6]=2)=[CH:15][CH:16]=1)\[CH3:24], predict the reactants needed to synthesize it. The reactants are: [C:1]([C:4]1[CH:9]=[CH:8][C:7](B(O)O)=[CH:6][CH:5]=1)(=[O:3])[CH3:2].I[C:14]1[CH:19]=[CH:18][C:17](/[C:20](/[CH3:24])=[CH:21]/[CH2:22][OH:23])=[CH:16][CH:15]=1. (6) Given the product [CH3:18][O:17][C:13]1[CH:14]=[CH:15][C:16]2[N:8]3[CH2:7][CH2:5][NH:6][CH2:19][C:9]3=[CH:10][C:11]=2[CH:12]=1, predict the reactants needed to synthesize it. The reactants are: [H-].[Al+3].[H-].[H-].[C:5]([CH2:7][N:8]1[C:16]2[C:11](=[CH:12][C:13]([O:17][CH3:18])=[CH:14][CH:15]=2)[CH:10]=[C:9]1[C:19](OCC)=O)#[N:6].[C@H](O)(C([O-])=O)[C@@H](O)C([O-])=O.[Na+].[K+].